From a dataset of Reaction yield outcomes from USPTO patents with 853,638 reactions. Predict the reaction yield, written as a fraction of the theoretical maximum amount of product (1.0 means a 100% yield; for example, 0.34 means a 34% yield). The reactants are C(O[CH:5]1[CH2:9][CH:8]([O:10][CH2:11][C:12]2[CH:17]=[CH:16][CH:15]=[CH:14][CH:13]=2)[CH2:7][O:6]1)(=O)C.[CH2:18]([Si](C)(C)C)[CH:19]=[CH2:20].[Sn](Br)(Br)(Br)Br. The catalyst is C(Cl)Cl. The product is [CH2:20]([CH:5]1[CH2:9][CH:8]([O:10][CH2:11][C:12]2[CH:13]=[CH:14][CH:15]=[CH:16][CH:17]=2)[CH2:7][O:6]1)[CH:19]=[CH2:18]. The yield is 0.950.